Dataset: Forward reaction prediction with 1.9M reactions from USPTO patents (1976-2016). Task: Predict the product of the given reaction. (1) Given the reactants C(=O)([O-])[O-].[Na+].[Na+].Cl.[CH2:8]([O:10][C:11](=[O:15])[C@H:12]([CH3:14])N)[CH3:9].[CH2:16](Br)[C:17]1[CH:22]=[CH:21][CH:20]=[CH:19][CH:18]=1.[C:24](#[N:26])[CH3:25], predict the reaction product. The product is: [CH2:16]([N:26]([CH2:24][C:25]1[CH:21]=[CH:22][CH:17]=[CH:18][CH:19]=1)[CH2:14][CH2:12][C:11]([O:10][CH2:8][CH3:9])=[O:15])[C:17]1[CH:22]=[CH:21][CH:20]=[CH:19][CH:18]=1. (2) Given the reactants [O:1]1[CH2:6][CH2:5][N:4]([CH2:7][CH2:8][O:9][C:10]2[CH:18]=[CH:17][C:13]([C:14](O)=[O:15])=[CH:12][CH:11]=2)[CH2:3][CH2:2]1.O=S(Cl)[Cl:21], predict the reaction product. The product is: [O:1]1[CH2:6][CH2:5][N:4]([CH2:7][CH2:8][O:9][C:10]2[CH:18]=[CH:17][C:13]([C:14]([Cl:21])=[O:15])=[CH:12][CH:11]=2)[CH2:3][CH2:2]1. (3) Given the reactants [I-].[Na+].Cl[Si](C)(C)C.[Cl-].[Na+].C(O[C@@H:14]1[O:26][C@H:25]([CH3:27])[C@@H:20]([O:21][C:22](=[O:24])[CH3:23])[C@H:15]1[O:16][C:17](=[O:19])[CH3:18])(=O)C.[F:28][C:29]1[C:30]([NH2:36])=[N:31][C:32](=[O:35])[NH:33][CH:34]=1, predict the reaction product. The product is: [C:17]([O:16][C@@H:15]1[C@H:20]([O:21][C:22](=[O:24])[CH3:23])[C@@H:25]([CH3:27])[O:26][C@H:14]1[N:33]1[CH:34]=[C:29]([F:28])[C:30]([NH2:36])=[N:31][C:32]1=[O:35])(=[O:19])[CH3:18]. (4) Given the reactants [F:1][C:2]([F:18])([F:17])[C:3]1[CH:4]=[C:5]([CH2:13][C:14](O)=[O:15])[CH:6]=[C:7]([C:9]([F:12])([F:11])[F:10])[CH:8]=1.C(N(CC)C(C)C)(C)C.CN(C(ON1N=NC2C=CC=NC1=2)=[N+](C)C)C.F[P-](F)(F)(F)(F)F.[CH:52]([C:55]1[CH:56]=[CH:57][C:58]([O:73][CH3:74])=[C:59]([C:61]2[CH:66]=[CH:65][C:64]([C:67]([F:70])([F:69])[F:68])=[CH:63][C:62]=2[CH2:71][NH2:72])[CH:60]=1)([CH3:54])[CH3:53], predict the reaction product. The product is: [F:1][C:2]([F:17])([F:18])[C:3]1[CH:4]=[C:5]([CH2:13][C:14]([NH:72][CH2:71][C:62]2[CH:63]=[C:64]([C:67]([F:68])([F:69])[F:70])[CH:65]=[CH:66][C:61]=2[C:59]2[CH:60]=[C:55]([CH:52]([CH3:54])[CH3:53])[CH:56]=[CH:57][C:58]=2[O:73][CH3:74])=[O:15])[CH:6]=[C:7]([C:9]([F:10])([F:11])[F:12])[CH:8]=1. (5) Given the reactants Cl.[Br:2][C:3]1[CH:4]=[C:5]([CH:12]=[C:13]([Br:17])[C:14]=1[O:15][CH3:16])[CH2:6][C@H:7]([C:9]([OH:11])=[O:10])[NH2:8].[CH3:18]O.Cl.N, predict the reaction product. The product is: [CH3:18][NH:8][C@@H:7]([C:9]([OH:11])=[O:10])[CH2:6][C:5]1[CH:4]=[C:3]([Br:2])[C:14]([O:15][CH3:16])=[C:13]([Br:17])[CH:12]=1.